From a dataset of Kir2.1 potassium channel HTS with 301,493 compounds. Binary Classification. Given a drug SMILES string, predict its activity (active/inactive) in a high-throughput screening assay against a specified biological target. (1) The molecule is O=C(N(C(C1CC1)C1CC1)C)CC1N(CCNC1=O)Cc1oc(cc1)C. The result is 0 (inactive). (2) The molecule is O1CCN(CCCN(Cc2cc3c([nH]c2=O)c(ccc3C)C)Cc2n(nnn2)CCOC)CC1. The result is 0 (inactive). (3) The molecule is Oc1cc(/C=N\N=C2/C3(C(C(CC3)C2)(C)C)C)ccc1OC. The result is 0 (inactive). (4) The molecule is O(c1ccc(cc1)C(=N/OC(=O)c1occc1)/N)C. The result is 0 (inactive). (5) The drug is O=C(NCCC=1CCCCC1)C(=O)c1c2c([nH]c1)cccc2. The result is 0 (inactive).